Dataset: Forward reaction prediction with 1.9M reactions from USPTO patents (1976-2016). Task: Predict the product of the given reaction. (1) Given the reactants [F:1][C:2]1[C:7]2[CH2:8][CH2:9][CH:10]([N:19]3[CH:23]=[C:22]([C:24]4[CH:29]=[CH:28][C:27]([O:30]C5C(C)=NC=CC=5)=[CH:26][CH:25]=4)[N:21]=[N:20]3)[C:11](=[O:18])[N:12]([CH2:13][C:14]([F:17])([F:16])[F:15])[C:6]=2[CH:5]=[CH:4][CH:3]=1.O[C:39]1[CH:40]=[CH:41][C:42]([CH3:45])=[N:43][CH:44]=1, predict the reaction product. The product is: [F:1][C:2]1[C:7]2[CH2:8][CH2:9][CH:10]([N:19]3[CH:23]=[C:22]([C:24]4[CH:25]=[CH:26][C:27]([O:30][C:39]5[CH:44]=[N:43][C:42]([CH3:45])=[CH:41][CH:40]=5)=[CH:28][CH:29]=4)[N:21]=[N:20]3)[C:11](=[O:18])[N:12]([CH2:13][C:14]([F:16])([F:17])[F:15])[C:6]=2[CH:5]=[CH:4][CH:3]=1. (2) The product is: [Si:34]([O:1][C:2]1[C:3]2[C:19]3[C:10](=[C:11]4[C:16](=[CH:17][CH:18]=3)[NH:15][C:14]([CH3:20])([CH3:21])[CH:13]=[C:12]4[CH3:22])[C:9](=[O:23])[O:8][C:4]=2[CH:5]=[CH:6][CH:7]=1)([C:31]([CH3:33])([CH3:32])[CH3:30])([CH3:36])[CH3:35]. Given the reactants [OH:1][C:2]1[C:3]2[C:19]3[C:10](=[C:11]4[C:16](=[CH:17][CH:18]=3)[NH:15][C:14]([CH3:21])([CH3:20])[CH:13]=[C:12]4[CH3:22])[C:9](=[O:23])[O:8][C:4]=2[CH:5]=[CH:6][CH:7]=1.CC([O-])(C)C.[K+].[CH3:30][C:31]([Si:34](Cl)([CH3:36])[CH3:35])([CH3:33])[CH3:32].CCOC(C)=O.CCCCCCC, predict the reaction product. (3) Given the reactants [Br:1][C:2]1[CH:7]=[CH:6][C:5]([CH2:8][C:9]([O:11][CH2:12][CH3:13])=[O:10])=[CH:4][CH:3]=1.C([N-]C(C)C)(C)C.[Li+].C([C:24]([O:26][CH2:27][CH3:28])=[O:25])#N, predict the reaction product. The product is: [Br:1][C:2]1[CH:3]=[CH:4][C:5]([CH:8]([C:24]([O:26][CH2:27][CH3:28])=[O:25])[C:9]([O:11][CH2:12][CH3:13])=[O:10])=[CH:6][CH:7]=1. (4) Given the reactants C([N:9]1[C:14](=[O:15])[CH:13]=[CH:12][N:11]([CH2:16][CH2:17][CH2:18][CH2:19][CH2:20][O:21][C:22]([C:35]2[CH:40]=[CH:39][CH:38]=[CH:37][CH:36]=2)([C:29]2[CH:34]=[CH:33][CH:32]=[CH:31][CH:30]=2)[C:23]2[CH:28]=[CH:27][CH:26]=[CH:25][CH:24]=2)[C:10]1=[O:41])(=O)C1C=CC=CC=1, predict the reaction product. The product is: [C:22]([O:21][CH2:20][CH2:19][CH2:18][CH2:17][CH2:16][N:11]1[CH:12]=[CH:13][C:14](=[O:15])[NH:9][C:10]1=[O:41])([C:23]1[CH:28]=[CH:27][CH:26]=[CH:25][CH:24]=1)([C:29]1[CH:30]=[CH:31][CH:32]=[CH:33][CH:34]=1)[C:35]1[CH:36]=[CH:37][CH:38]=[CH:39][CH:40]=1. (5) Given the reactants C(O)(C(F)(F)F)=O.C(OC([N:15]1[CH2:20][CH2:19][N:18]([CH2:21][CH2:22][O:23][C:24]2[CH:33]=[C:32]3[C:27]([C:28]([O:34][C:35]4[CH:36]=[C:37]5[C:41](=[CH:42][CH:43]=4)[NH:40][C:39]([CH3:44])=[CH:38]5)=[N:29][CH:30]=[N:31]3)=[CH:26][C:25]=2[O:45][CH3:46])[CH2:17][CH2:16]1)=O)(C)(C)C, predict the reaction product. The product is: [CH3:46][O:45][C:25]1[CH:26]=[C:27]2[C:32](=[CH:33][C:24]=1[O:23][CH2:22][CH2:21][N:18]1[CH2:19][CH2:20][NH:15][CH2:16][CH2:17]1)[N:31]=[CH:30][N:29]=[C:28]2[O:34][C:35]1[CH:36]=[C:37]2[C:41](=[CH:42][CH:43]=1)[NH:40][C:39]([CH3:44])=[CH:38]2. (6) Given the reactants [Cl:1][C:2]1[N:3]([C:13]2[CH:18]=[CH:17][CH:16]=[CH:15][CH:14]=2)[C:4]2[C:9]([C:10]=1C=O)=[CH:8][CH:7]=[CH:6][CH:5]=2.CC(=CC)C.Cl([O-])=O.[Na+].[OH2:28].P([O-])(O)(O)=O.[Na+].[O:35]1[CH2:40]COCC1, predict the reaction product. The product is: [Cl:1][C:2]1([C:40]([OH:35])=[O:28])[CH2:10][C:9]2[C:4](=[CH:5][CH:6]=[CH:7][CH:8]=2)[N:3]1[C:13]1[CH:18]=[CH:17][CH:16]=[CH:15][CH:14]=1. (7) The product is: [OH:28][C@H:27]1[CH2:22][CH2:20][N:25]([CH2:24][C:30]2[NH:10][C:8](=[O:9])[C:7]3[O:6][C:5]4[CH:11]=[CH:12][CH:2]=[CH:3][C:4]=4[C:13]=3[N:14]=2)[CH2:26]1. Given the reactants Br[C:2]1[CH:12]=[CH:11][C:5]([O:6][CH2:7][C:8]([NH2:10])=[O:9])=[C:4]([C:13]#[N:14])[CH:3]=1.BrC1C=CC2[O:28][C:27]3[C:26](=O)[NH:25][C:24]([CH2:30]Cl)=N[C:22]=3[C:20]=2C=1.ClCC1NC(=O)C2OC3C=CC=CC=3C=2N=1.N1CCCCC1, predict the reaction product. (8) Given the reactants [F:1][C:2]([F:27])([F:26])[C:3]([N:5]1[CH2:12][CH2:11][C@:10]2([CH3:16])[C:13]([CH3:15])([CH3:14])[C@H:6]1[CH2:7][C:8]1[C:20](OC)=[C:19]([N+:23]([O-:25])=[O:24])[CH:18]=[CH:17][C:9]=12)=[O:4].[CH2:28]([NH2:35])[C:29]1[CH:34]=[CH:33][CH:32]=[CH:31][CH:30]=1, predict the reaction product. The product is: [CH2:28]([NH:35][C:20]1[C:8]2[CH2:7][C@@H:6]3[C:13]([CH3:14])([CH3:15])[C@:10]([CH3:16])([C:9]=2[CH:17]=[CH:18][C:19]=1[N+:23]([O-:25])=[O:24])[CH2:11][CH2:12][N:5]3[C:3](=[O:4])[C:2]([F:1])([F:26])[F:27])[C:29]1[CH:34]=[CH:33][CH:32]=[CH:31][CH:30]=1. (9) The product is: [Br:1][C:2]1[CH:15]=[CH:14][C:5]([O:6][Si:7]([C:10]([CH3:11])([CH3:12])[CH3:13])([CH3:8])[CH3:9])=[CH:4][C:3]=1[CH3:16]. Given the reactants [Br:1][C:2]1[CH:15]=[CH:14][C:5]([O:6][Si:7]([C:10]([CH3:13])([CH3:12])[CH3:11])([CH3:9])[CH3:8])=[CH:4][C:3]=1[CH2:16]Br.CN(C=O)C.C1(=O)NC(=O)C2=CC=CC=C12.[K].CCOCC, predict the reaction product.